From a dataset of Full USPTO retrosynthesis dataset with 1.9M reactions from patents (1976-2016). Predict the reactants needed to synthesize the given product. Given the product [Si:1]([O:18][C@H:19]1[CH2:20][CH2:21][C@@:22]([C@H:23]2[CH2:24][CH2:25][C@@:26]3([CH3:41])[C@@H:30]([CH2:29][CH2:28][C@:27]3([C:39]#[CH:40])[OH:38])[C@@H:31]2[CH2:32][OH:37])([CH3:42])[C@@H:34]([CH2:33][OH:36])[CH2:35]1)([C:14]([CH3:16])([CH3:17])[CH3:15])([C:2]1[CH:7]=[CH:6][CH:5]=[CH:4][CH:3]=1)[C:8]1[CH:13]=[CH:12][CH:11]=[CH:10][CH:9]=1, predict the reactants needed to synthesize it. The reactants are: [Si:1]([O:18][C@@H:19]1[CH2:35][C@H:34]2[C@@:22]([CH3:42])([C@@H:23]3[C@@H:31]([C@@H:32]([OH:37])[C@@H:33]2[OH:36])[C@H:30]2[C@@:26]([CH3:41])([C@@:27]([C:39]#[CH:40])([OH:38])[CH2:28][CH2:29]2)[CH2:25][CH2:24]3)[CH2:21][CH2:20]1)([C:14]([CH3:17])([CH3:16])[CH3:15])([C:8]1[CH:13]=[CH:12][CH:11]=[CH:10][CH:9]=1)[C:2]1[CH:7]=[CH:6][CH:5]=[CH:4][CH:3]=1.[BH4-].[Na+].CC(C)=O.